From a dataset of Full USPTO retrosynthesis dataset with 1.9M reactions from patents (1976-2016). Predict the reactants needed to synthesize the given product. (1) Given the product [OH:7][C:4]1[CH2:5][CH2:6][C:2](=[O:1])[C:3]=1[CH:8]([C:9]1[CH:14]=[CH:13][CH:12]=[CH:11][CH:10]=1)[C:17]1[NH:16][C:24]2[C:19]([C:18]=1[CH2:25][CH2:26][NH:27][C:28](=[O:30])[CH3:29])=[CH:20][CH:21]=[CH:22][CH:23]=2, predict the reactants needed to synthesize it. The reactants are: [OH:1][C:2]1[CH2:6][CH2:5][C:4](=[O:7])[CH:3]=1.[CH:8](=O)[C:9]1[CH:14]=[CH:13][CH:12]=[CH:11][CH:10]=1.[NH:16]1[C:24]2[C:19](=[CH:20][CH:21]=[CH:22][CH:23]=2)[C:18]([CH2:25][CH2:26][NH:27][C:28](=[O:30])[CH3:29])=[CH:17]1. (2) Given the product [CH:21]([NH:28][C:11](=[O:12])[C:10]([C:3]1[C:4]2[C:9](=[CH:8][CH:7]=[CH:6][CH:5]=2)[NH:1][CH:2]=1)=[O:14])([C:22]1[CH:23]=[CH:24][CH:25]=[CH:26][CH:27]=1)[C:15]1[CH:20]=[CH:19][CH:18]=[CH:17][CH:16]=1, predict the reactants needed to synthesize it. The reactants are: [NH:1]1[C:9]2[C:4](=[CH:5][CH:6]=[CH:7][CH:8]=2)[C:3]([C:10](=[O:14])[C:11](Cl)=[O:12])=[CH:2]1.[C:15]1([CH:21]([NH2:28])[C:22]2[CH:27]=[CH:26][CH:25]=[CH:24][CH:23]=2)[CH:20]=[CH:19][CH:18]=[CH:17][CH:16]=1. (3) Given the product [F:1][C:2]1[CH:9]=[CH:8][C:5]([N:6]([CH3:7])[CH:12]([C:14]2[CH:15]=[C:16]([C:31]([N:33]([CH3:35])[CH3:34])=[O:32])[CH:17]=[C:18]3[C:23]=2[O:22][C:21]([N:24]2[CH2:29][CH2:28][O:27][CH2:26][CH2:25]2)=[CH:20][C:19]3=[O:30])[CH3:13])=[CH:4][CH:3]=1, predict the reactants needed to synthesize it. The reactants are: [F:1][C:2]1[CH:9]=[CH:8][C:5]([NH:6][CH3:7])=[CH:4][CH:3]=1.Br.Br[CH:12]([C:14]1[CH:15]=[C:16]([C:31]([N:33]([CH3:35])[CH3:34])=[O:32])[CH:17]=[C:18]2[C:23]=1[O:22][C:21]([N:24]1[CH2:29][CH2:28][O:27][CH2:26][CH2:25]1)=[CH:20][C:19]2=[O:30])[CH3:13].